The task is: Regression. Given a peptide amino acid sequence and an MHC pseudo amino acid sequence, predict their binding affinity value. This is MHC class I binding data.. This data is from Peptide-MHC class I binding affinity with 185,985 pairs from IEDB/IMGT. (1) The peptide sequence is LSDAARLFL. The MHC is HLA-A01:01 with pseudo-sequence HLA-A01:01. The binding affinity (normalized) is 0.472. (2) The peptide sequence is LTHSINSLI. The MHC is H-2-Db with pseudo-sequence H-2-Db. The binding affinity (normalized) is 0.0235.